The task is: Predict the reactants needed to synthesize the given product.. This data is from Full USPTO retrosynthesis dataset with 1.9M reactions from patents (1976-2016). (1) Given the product [Cl:34][C:35]1[CH:40]=[CH:39][CH:38]=[C:37]([CH3:41])[C:36]=1[S:42]([N:45]([CH:46]1[CH2:48][CH2:47]1)[CH2:49][CH2:50][O:51][CH2:52][C:53]([N:66]1[CH2:65][CH2:64][C:63]([C:59]2[CH:60]=[CH:61][CH:62]=[C:57]([F:56])[CH:58]=2)([O:69][CH2:70][CH2:71][N:72]2[CH2:76][CH2:75][CH2:74][CH2:73]2)[CH2:68][CH2:67]1)=[O:54])(=[O:44])=[O:43], predict the reactants needed to synthesize it. The reactants are: CCN(C(C)C)C(C)C.CN(C(ON1N=NC2C=CC=NC1=2)=[N+](C)C)C.F[P-](F)(F)(F)(F)F.[Cl:34][C:35]1[CH:40]=[CH:39][CH:38]=[C:37]([CH3:41])[C:36]=1[S:42]([N:45]([CH2:49][CH2:50][O:51][CH2:52][C:53](O)=[O:54])[CH:46]1[CH2:48][CH2:47]1)(=[O:44])=[O:43].[F:56][C:57]1[CH:58]=[C:59]([C:63]2([O:69][CH2:70][CH2:71][N:72]3[CH2:76][CH2:75][CH2:74][CH2:73]3)[CH2:68][CH2:67][NH:66][CH2:65][CH2:64]2)[CH:60]=[CH:61][CH:62]=1. (2) Given the product [ClH:24].[CH2:22]([NH:21][C:16]1([C:18]([NH2:20])=[O:19])[CH2:17][NH:14][CH2:15]1)[CH3:23], predict the reactants needed to synthesize it. The reactants are: C([N:14]1[CH2:17][C:16]([NH:21][CH2:22][CH3:23])([C:18]([NH2:20])=[O:19])[CH2:15]1)(C1C=CC=CC=1)C1C=CC=CC=1.[ClH:24].CCOCC. (3) Given the product [F:22][C:14]1([CH3:21])[C@@:15]([OH:17])([CH3:16])[CH:11]([CH2:10][OH:9])[O:12][C@H:13]1[N:23]1[CH:28]=[C:27]([CH3:29])[C:26](=[O:30])[NH:25][C:24]1=[O:31], predict the reactants needed to synthesize it. The reactants are: C([O:9][CH2:10][C@@H:11]1[C:15]([O:17]C(=O)C)([CH3:16])[C@:14]([F:22])([CH3:21])[CH:13]([N:23]2[CH:28]=[C:27]([CH3:29])[C:26](=[O:30])[NH:25][C:24]2=[O:31])[O:12]1)(=O)C1C=CC=CC=1.CO. (4) The reactants are: [H-].[Na+].[CH3:3][C:4]1[CH:5]=[C:6]([NH:15][C:16]2[N:21]=[C:20]([C:22]([F:25])([F:24])[F:23])[CH:19]=[CH:18][N:17]=2)[CH:7]=[C:8]([C:10]2[CH:11]=[N:12][NH:13][CH:14]=2)[CH:9]=1.CN(C=O)C.[CH2:31]1[O:39][CH:32]1[C:33]1[CH:38]=[CH:37][CH:36]=[CH:35][CH:34]=1. Given the product [CH3:3][C:4]1[CH:9]=[C:8]([C:10]2[CH:11]=[N:12][N:13]([CH2:31][CH:32]([C:33]3[CH:38]=[CH:37][CH:36]=[CH:35][CH:34]=3)[OH:39])[CH:14]=2)[CH:7]=[C:6]([NH:15][C:16]2[N:21]=[C:20]([C:22]([F:23])([F:25])[F:24])[CH:19]=[CH:18][N:17]=2)[CH:5]=1, predict the reactants needed to synthesize it. (5) Given the product [Br:1][C:2]1[CH:10]=[C:9]2[C:5]([C:6]([C:17]#[N:16])=[CH:7][NH:8]2)=[CH:4][C:3]=1[F:11], predict the reactants needed to synthesize it. The reactants are: [Br:1][C:2]1[CH:10]=[C:9]2[C:5]([CH:6]=[CH:7][NH:8]2)=[CH:4][C:3]=1[F:11].ClS([N:16]=[C:17]=O)(=O)=O. (6) Given the product [NH2:10][CH2:11][CH:12]1[O:16][C:15]2[CH:17]=[CH:18][C:19]([CH2:21][CH:22]([N:24]([CH3:31])[C:25](=[O:30])[C:26]([F:28])([F:27])[F:29])[CH3:23])=[CH:20][C:14]=2[O:13]1, predict the reactants needed to synthesize it. The reactants are: C(OC(=O)[NH:10][CH2:11][CH:12]1[O:16][C:15]2[CH:17]=[CH:18][C:19]([CH2:21][CH:22]([N:24]([CH3:31])[C:25](=[O:30])[C:26]([F:29])([F:28])[F:27])[CH3:23])=[CH:20][C:14]=2[O:13]1)C1C=CC=CC=1.[H][H]. (7) Given the product [CH3:1][C:2]1[N:3]=[C:4]([O:12][C:13]2[CH:18]=[CH:17][CH:16]=[CH:15][CH:14]=2)[S:5][C:6]=1[CH2:7][OH:8], predict the reactants needed to synthesize it. The reactants are: [CH3:1][C:2]1[N:3]=[C:4]([O:12][C:13]2[CH:18]=[CH:17][CH:16]=[CH:15][CH:14]=2)[S:5][C:6]=1[C:7](OCC)=[O:8].[H-].[H-].[H-].[H-].[Li+].[Al+3].O.[OH-].[Na+]. (8) Given the product [CH3:1][O:2][C:3](=[O:15])[C:4]1[CH:9]=[C:8]([S:10]([CH3:13])(=[O:12])=[O:11])[CH:7]=[C:6]([NH:14][C:37]([O:36][C:32]([CH3:35])([CH3:34])[CH3:33])=[O:38])[CH:5]=1, predict the reactants needed to synthesize it. The reactants are: [CH3:1][O:2][C:3](=[O:15])[C:4]1[CH:9]=[C:8]([S:10]([CH3:13])(=[O:12])=[O:11])[CH:7]=[C:6]([NH2:14])[CH:5]=1.C(N(CC)CC)C.CN(C1C=CC=CN=1)C.[C:32]([O:36][C:37](O[C:37]([O:36][C:32]([CH3:35])([CH3:34])[CH3:33])=[O:38])=[O:38])([CH3:35])([CH3:34])[CH3:33]. (9) Given the product [NH:1]1[CH2:6][CH2:5][CH:4]([CH2:7][NH:8][C:9]([N:11]2[C:15]3[CH:16]=[CH:17][CH:18]=[CH:19][C:14]=3[N:13]([CH:20]([CH3:23])[CH3:21])[C:12]2=[O:22])=[O:10])[CH2:3][CH2:2]1.[O:34]1[CH:32]([CH2:31][O:30][C:25]2[CH:24]=[CH:29][CH:28]=[CH:27][CH:26]=2)[CH2:33]1, predict the reactants needed to synthesize it. The reactants are: [NH:1]1[CH2:6][CH2:5][CH:4]([CH2:7][NH:8][C:9]([N:11]2[C:15]3[CH:16]=[CH:17][CH:18]=[CH:19][C:14]=3[N:13]([CH2:20][CH3:21])[C:12]2=[O:22])=[O:10])[CH2:3][CH2:2]1.[CH3:23][C:24]1[CH:29]=[CH:28][CH:27]=[CH:26][C:25]=1[O:30][CH2:31][CH:32]1[O:34][CH2:33]1. (10) Given the product [CH3:1][O:2][C:3]1[CH:12]=[CH:11][C:10]2[C:5](=[C:6]([CH2:13][CH2:14][N:15]3[CH2:16][CH2:17][NH:18][CH2:19][CH2:20]3)[CH:7]=[CH:8][N:9]=2)[N:4]=1, predict the reactants needed to synthesize it. The reactants are: [CH3:1][O:2][C:3]1[N:4]=[C:5]2[C:10](=[CH:11][CH:12]=1)[N:9]=[CH:8][CH:7]=[C:6]2[CH2:13][CH2:14][N:15]1[CH2:20][CH2:19][N:18](C(OC(C)(C)C)=O)[CH2:17][CH2:16]1.Cl.